This data is from Forward reaction prediction with 1.9M reactions from USPTO patents (1976-2016). The task is: Predict the product of the given reaction. (1) Given the reactants Br[C:2]1[CH:3]=[CH:4][C:5]([O:8][C:9]2[CH:14]=[CH:13][C:12]([F:15])=[CH:11][CH:10]=2)=[N:6][CH:7]=1.[CH2:16]([Li])[CH2:17][CH2:18][CH3:19].Cl.Cl.C1(C2C=[CH:32][CH:31]=[CH:30][NH:29]N=2)CCC1.[CH3:34][CH2:35][N:36]([CH:40](C)C)C(C)C.CC[O:45]CC, predict the reaction product. The product is: [CH:19]1([N:29]2[CH2:30][CH2:31][CH2:32][N:36]([C:40]([C:2]3[CH:7]=[N:6][C:5]([O:8][C:9]4[CH:14]=[CH:13][C:12]([F:15])=[CH:11][CH:10]=4)=[CH:4][CH:3]=3)=[O:45])[CH2:35][CH2:34]2)[CH2:18][CH2:17][CH2:16]1. (2) The product is: [OH:2][C:3]1[CH:4]=[C:5]([NH:11][C:12]2[N:17]=[C:16]([NH:18][C:19]3[CH:24]=[CH:23][CH:22]=[C:21]([OH:28])[CH:20]=3)[CH:15]=[C:14]([C:36]3[CH:37]=[CH:38][CH:39]=[CH:40][CH:41]=3)[N:13]=2)[CH:6]=[CH:7][CH:8]=1. Given the reactants C1CO[C:8]2[CH:7]=[CH:6][C:5]([NH:11][C:12]3[N:17]=[C:16]([NH:18][C:19]4[CH:24]=[CH:23][C:22]5OCC[O:28][C:21]=5[CH:20]=4)[C:15](C4C=CC=CC=4)=[CH:14][N:13]=3)=[CH:4][C:3]=2[O:2]1.O[C:36]1[CH:37]=[C:38](NC2N=C(N[C:36]3[CH:41]=[CH:40][CH:39]=[C:38](O)[CH:37]=3)C=C(Cl)N=2)[CH:39]=[CH:40][CH:41]=1.C1(B(O)O)C=CC=CC=1, predict the reaction product. (3) Given the reactants [N+:1]([C:4]1[CH:5]=[C:6]2[C:10](=[CH:11][CH:12]=1)[N:9]([CH2:13][C:14]1[CH:19]=[CH:18][CH:17]=[CH:16][N:15]=1)[N:8]=[CH:7]2)([O-])=O, predict the reaction product. The product is: [N:15]1[CH:16]=[CH:17][CH:18]=[CH:19][C:14]=1[CH2:13][N:9]1[C:10]2[C:6](=[CH:5][C:4]([NH2:1])=[CH:12][CH:11]=2)[CH:7]=[N:8]1. (4) Given the reactants [NH2:1][C:2]1[S:6][N:5]=[C:4]([CH3:7])[C:3]=1[C:8]([NH:10][C:11]1[CH:16]=[CH:15][CH:14]=[CH:13][C:12]=1[CH2:17][CH3:18])=[O:9].I[C:20]1[CH:21]=[C:22]([CH:25]=[CH:26][N:27]=1)[C:23]#[N:24].C(=O)([O-])[O-].[Cs+].[Cs+].CC1(C)C2C(=C(P(C3C=CC=CC=3)C3C=CC=CC=3)C=CC=2)OC2C(P(C3C=CC=CC=3)C3C=CC=CC=3)=CC=CC1=2, predict the reaction product. The product is: [C:23]([C:22]1[CH:25]=[CH:26][N:27]=[C:20]([NH:1][C:2]2[S:6][N:5]=[C:4]([CH3:7])[C:3]=2[C:8]([NH:10][C:11]2[CH:16]=[CH:15][CH:14]=[CH:13][C:12]=2[CH2:17][CH3:18])=[O:9])[CH:21]=1)#[N:24]. (5) Given the reactants [C:1]([O:5][C:6]([N:8]1[C:14](=[O:15])[C@@H:13]2[CH2:16][C@H:9]1[CH2:10][CH2:11][C@@H:12]2NC(OCC1C=CC=CC=1)=O)=[O:7])([CH3:4])([CH3:3])[CH3:2].[CH3:33][CH:34]([CH2:36][AlH][CH2:33][CH:34]([CH3:36])[CH3:35])[CH3:35], predict the reaction product. The product is: [CH2:36]([O:7][C:6]([C@H:12]1[CH2:11][CH2:10][C@@H:9]2[CH2:16][C@H:13]1[CH:14]([OH:15])[N:8]2[C:6]([O:5][C:1]([CH3:2])([CH3:3])[CH3:4])=[O:7])=[O:5])[C:34]1[CH:33]=[CH:3][CH:1]=[CH:2][CH:35]=1. (6) The product is: [ClH:42].[NH2:18][C:13]1[S:14][CH2:15][C@@H:16]2[CH2:17][N:9]([C:5]3[N:4]=[C:3]([C:32]([OH:35])([CH3:34])[CH3:33])[C:2]([F:1])=[C:7]([CH3:8])[N:6]=3)[CH2:10][C@:11]2([C:27]2[S:31][N:30]=[CH:29][CH:28]=2)[N:12]=1. Given the reactants [F:1][C:2]1[C:3]([C:32]([OH:35])([CH3:34])[CH3:33])=[N:4][C:5]([N:9]2[CH2:17][C@@H:16]3[C@@:11]([C:27]4[S:31][N:30]=[CH:29][CH:28]=4)([N:12]=[C:13]([NH:18]C(=O)C4C=CC=CC=4)[S:14][CH2:15]3)[CH2:10]2)=[N:6][C:7]=1[CH3:8].N1C=CC=CC=1.[ClH:42].CON.Cl.O1CCOCC1, predict the reaction product. (7) Given the reactants S(O)(O)(=O)=O.[CH3:6][O:7][C:8](=[NH:10])[NH2:9].C[O:12][C:13](=N)N.C[NH+]([CH2:19][C:20](CN(C)C)=[CH:21][NH+](C)C)C.C(OC(C)C)(=O)C.C(=O)(O)[O-].[K+], predict the reaction product. The product is: [CH3:6][O:7][C:8]1[N:9]=[CH:21][C:20]([CH:13]=[O:12])=[CH:19][N:10]=1. (8) Given the reactants [CH3:1][O:2][CH2:3][CH2:4][CH2:5][N:6]1[C:14]2[C:9](=[CH:10][CH:11]=[C:12](/[CH:15]=[C:16](\[CH:20]([CH3:22])[CH3:21])/[C:17](O)=[O:18])[CH:13]=2)[C:8]([CH3:23])=[N:7]1.[H-].[Al+3].[Li+].[H-].[H-].[H-].C(O)(=O)C, predict the reaction product. The product is: [CH3:1][O:2][CH2:3][CH2:4][CH2:5][N:6]1[C:14]2[C:9](=[CH:10][CH:11]=[C:12](/[CH:15]=[C:16](\[CH:20]([CH3:21])[CH3:22])/[CH2:17][OH:18])[CH:13]=2)[C:8]([CH3:23])=[N:7]1. (9) Given the reactants [Cl:1][C:2]1[CH:3]=[C:4]2[C:9](=[CH:10][C:11]=1[C:12]([N:14]1[CH2:18][CH2:17][CH2:16][CH2:15]1)=[O:13])[N:8]=[CH:7][N:6]=[C:5]2[NH:19][CH:20]([C:26]1[N:30](C(OC(C)(C)C)=O)[C:29]2[CH:38]=[CH:39][C:40]([Cl:42])=[CH:41][C:28]=2[N:27]=1)[CH2:21][CH2:22][C:23]([OH:25])=O.[F:43][C:44]([F:48])([F:47])[CH2:45][NH2:46].CN(C(ON1N=NC2C=CC=CC1=2)=[N+](C)C)C.[B-](F)(F)(F)F.FC(F)(F)C(O)=O, predict the reaction product. The product is: [Cl:1][C:2]1[CH:3]=[C:4]2[C:9](=[CH:10][C:11]=1[C:12]([N:14]1[CH2:15][CH2:16][CH2:17][CH2:18]1)=[O:13])[N:8]=[CH:7][N:6]=[C:5]2[NH:19][CH:20]([C:26]1[NH:30][C:29]2[CH:38]=[CH:39][C:40]([Cl:42])=[CH:41][C:28]=2[N:27]=1)[CH2:21][CH2:22][C:23]([NH:46][CH2:45][C:44]([F:48])([F:47])[F:43])=[O:25]. (10) Given the reactants [NH2:1][C:2]1[S:6][C:5]2[CH2:7][CH2:8][CH2:9][CH2:10][C:4]=2[C:3]=1[C:11]([O:13]CC)=O.[CH2:16]([O:18][C:19](=[O:23])[CH2:20][C:21]#[N:22])[CH3:17].C([O-])(O)=O.[Na+], predict the reaction product. The product is: [OH:13][C:11]1[C:3]2[C:4]3[CH2:10][CH2:9][CH2:8][CH2:7][C:5]=3[S:6][C:2]=2[N:1]=[C:21]([CH2:20][C:19]([O:18][CH2:16][CH3:17])=[O:23])[N:22]=1.